Dataset: Forward reaction prediction with 1.9M reactions from USPTO patents (1976-2016). Task: Predict the product of the given reaction. The product is: [CH2:1]([O:8][C@H:9]([C:11]1[N:15]([CH2:16][CH2:17][CH3:18])[C:14](=[O:19])[N:13]([CH2:20][C:21]2[CH:28]=[CH:27][C:24]([CH3:25])=[CH:23][CH:22]=2)[N:12]=1)[CH3:10])[C:2]1[CH:7]=[CH:6][CH:5]=[CH:4][CH:3]=1. Given the reactants [CH2:1]([O:8][C@H:9]([C:11]1[N:15]([CH2:16][CH2:17][CH3:18])[C:14](=[O:19])[NH:13][N:12]=1)[CH3:10])[C:2]1[CH:7]=[CH:6][CH:5]=[CH:4][CH:3]=1.[CH3:20][C:21]1[CH:28]=[CH:27][C:24]([CH2:25]Br)=[CH:23][CH:22]=1.C(=O)([O-])[O-].[K+].[K+], predict the reaction product.